Dataset: Catalyst prediction with 721,799 reactions and 888 catalyst types from USPTO. Task: Predict which catalyst facilitates the given reaction. (1) Reactant: C(OC([N:8]1[CH2:13][CH2:12][CH:11]([CH2:14][O:15][C:16]2[CH:17]=[CH:18][C:19]([C:22]3[CH2:23][CH2:24][N:25]([S:28]([CH3:31])(=[O:30])=[O:29])[CH2:26][CH:27]=3)=[N:20][CH:21]=2)[CH2:10][CH2:9]1)=O)(C)(C)C.Cl.[OH-].[Na+]. Product: [CH3:31][S:28]([N:25]1[CH2:24][CH:23]=[C:22]([C:19]2[CH:18]=[CH:17][C:16]([O:15][CH2:14][CH:11]3[CH2:12][CH2:13][NH:8][CH2:9][CH2:10]3)=[CH:21][N:20]=2)[CH2:27][CH2:26]1)(=[O:29])=[O:30]. The catalyst class is: 4. (2) Reactant: [F:1][C:2]([F:13])([F:12])[O:3][C:4]1[CH:11]=[CH:10][C:7]([CH2:8]Br)=[CH:6][CH:5]=1.[OH:14][C:15]1[CH:23]=[CH:22][C:18]([CH2:19][C:20]#[N:21])=[CH:17][CH:16]=1.C(=O)([O-])[O-].[K+].[K+]. Product: [F:1][C:2]([F:13])([F:12])[O:3][C:4]1[CH:11]=[CH:10][C:7]([CH2:8][O:14][C:15]2[CH:23]=[CH:22][C:18]([CH2:19][C:20]#[N:21])=[CH:17][CH:16]=2)=[CH:6][CH:5]=1. The catalyst class is: 95. (3) Reactant: [F:1][CH:2]([F:19])[CH2:3][N:4]1[CH:8]=[C:7]([NH:9][C:10]2[N:15]=[C:14]3[NH:16][N:17]=[CH:18][C:13]3=[CH:12][N:11]=2)[CH:6]=[N:5]1.C(=O)([O-])[O-].[K+].[K+].CS(O[CH2:31][CH:32]1[CH2:37][CH2:36][CH2:35][N:34]([S:38]([CH3:41])(=[O:40])=[O:39])[CH2:33]1)(=O)=O. Product: [F:19][CH:2]([F:1])[CH2:3][N:4]1[CH:8]=[C:7]([NH:9][C:10]2[N:15]=[C:14]3[N:16]([CH2:31][CH:32]4[CH2:37][CH2:36][CH2:35][N:34]([S:38]([CH3:41])(=[O:40])=[O:39])[CH2:33]4)[N:17]=[CH:18][C:13]3=[CH:12][N:11]=2)[CH:6]=[N:5]1. The catalyst class is: 31. (4) The catalyst class is: 71. Product: [CH3:3][O:4][C:5](=[O:24])[C:6]1[CH:11]=[CH:10][C:9]([O:12][C:13]2[CH:18]=[CH:17][C:16]([CH2:19][C@H:20]([NH:23][CH2:30][C@@H:29]([C:28]3[CH:32]=[CH:33][CH:34]=[C:26]([Cl:25])[CH:27]=3)[OH:31])[CH2:21][OH:22])=[CH:15][CH:14]=2)=[N:8][CH:7]=1. Reactant: Cl.Cl.[CH3:3][O:4][C:5](=[O:24])[C:6]1[CH:11]=[CH:10][C:9]([O:12][C:13]2[CH:18]=[CH:17][C:16]([CH2:19][C@H:20]([NH2:23])[CH2:21][OH:22])=[CH:15][CH:14]=2)=[N:8][CH:7]=1.[Cl:25][C:26]1[CH:27]=[C:28]([CH:32]=[CH:33][CH:34]=1)[C@H:29]1[O:31][CH2:30]1.C(N(CC)C(C)C)(C)C.